Task: Predict the product of the given reaction.. Dataset: Forward reaction prediction with 1.9M reactions from USPTO patents (1976-2016) Given the reactants C[O:2][C:3](=[O:22])[CH2:4][NH:5][C:6](=[O:21])[CH:7]=[C:8]1[C:20]2[CH:19]=[CH:18][CH:17]=[CH:16][C:15]=2[C:14]2[C:9]1=[CH:10][CH:11]=[CH:12][CH:13]=2.CO.[Li+].[OH-].Cl, predict the reaction product. The product is: [CH:10]1[C:9]2[C:8](=[CH:7][C:6]([NH:5][CH2:4][C:3]([OH:22])=[O:2])=[O:21])[C:20]3[C:15](=[CH:16][CH:17]=[CH:18][CH:19]=3)[C:14]=2[CH:13]=[CH:12][CH:11]=1.